This data is from Full USPTO retrosynthesis dataset with 1.9M reactions from patents (1976-2016). The task is: Predict the reactants needed to synthesize the given product. (1) The reactants are: Cl[C:2]1[CH:7]=[CH:6][N:5]=[C:4]([N:8]2[CH2:20][CH2:19][N:11]3[C:12]4[CH2:13][CH2:14][CH2:15][CH2:16][C:17]=4[CH:18]=[C:10]3[C:9]2=[O:21])[C:3]=1[C:22]1([OH:26])[CH2:25][O:24][CH2:23]1.[CH3:27][N:28]1[CH:33]=[C:32](B2OC(C)(C)C(C)(C)O2)[CH:31]=[C:30]([NH:43][C:44]2[CH:49]=[CH:48][C:47]([N:50]3[CH2:55][CH2:54][N:53]([CH:56]4[CH2:59][O:58][CH2:57]4)[CH2:52][C@@H:51]3[CH3:60])=[CH:46][N:45]=2)[C:29]1=[O:61].[O-]P([O-])([O-])=O.[K+].[K+].[K+]. Given the product [OH:26][C:22]1([C:3]2[C:4]([N:8]3[CH2:20][CH2:19][N:11]4[C:12]5[CH2:13][CH2:14][CH2:15][CH2:16][C:17]=5[CH:18]=[C:10]4[C:9]3=[O:21])=[N:5][CH:6]=[CH:7][C:2]=2[C:32]2[CH:31]=[C:30]([NH:43][C:44]3[CH:49]=[CH:48][C:47]([N:50]4[CH2:55][CH2:54][N:53]([CH:56]5[CH2:57][O:58][CH2:59]5)[CH2:52][C@@H:51]4[CH3:60])=[CH:46][N:45]=3)[C:29](=[O:61])[N:28]([CH3:27])[CH:33]=2)[CH2:23][O:24][CH2:25]1, predict the reactants needed to synthesize it. (2) Given the product [NH:8]1[CH2:13][CH2:12][CH2:11][CH:10]([CH2:14][NH:15][C:16](=[O:22])[O:17][C:18]([CH3:20])([CH3:19])[CH3:21])[CH2:9]1, predict the reactants needed to synthesize it. The reactants are: C([N:8]1[CH2:13][CH2:12][CH2:11][CH:10]([CH2:14][NH:15][C:16](=[O:22])[O:17][C:18]([CH3:21])([CH3:20])[CH3:19])[CH2:9]1)C1C=CC=CC=1. (3) Given the product [Cl:25][C:3]1[C:2]([C:36]2[C:35]([CH3:48])=[N:34][N:33]([CH3:32])[C:37]=2[CH3:38])=[C:10]2[C:6]([C:7]([CH2:12][CH2:13][CH2:14][O:15][C:16]3[CH:21]=[C:20]([CH3:22])[C:19]([Cl:23])=[C:18]([CH3:24])[CH:17]=3)=[C:8]([CH3:11])[NH:9]2)=[CH:5][CH:4]=1, predict the reactants needed to synthesize it. The reactants are: Br[C:2]1[C:3]([Cl:25])=[CH:4][CH:5]=[C:6]2[C:10]=1[NH:9][C:8]([CH3:11])=[C:7]2[CH2:12][CH2:13][CH2:14][O:15][C:16]1[CH:21]=[C:20]([CH3:22])[C:19]([Cl:23])=[C:18]([CH3:24])[CH:17]=1.C(=O)([O-])[O-].[K+].[K+].[CH3:32][N:33]1[C:37]([CH3:38])=[C:36](B2OC(C)(C)C(C)(C)O2)[C:35]([CH3:48])=[N:34]1. (4) Given the product [F:17][C:14]1[CH:15]=[CH:16][C:11]([C:10]2[C:2]3=[N:3][CH:4]=[CH:5][CH:6]=[C:7]3[NH:8][C:9]=2[C:18]2[CH:23]=[CH:22][N:21]=[CH:20][CH:19]=2)=[CH:12][CH:13]=1, predict the reactants needed to synthesize it. The reactants are: Cl[C:2]1[C:7]([NH:8][C:9]([C:18]2[CH:23]=[CH:22][N:21]=[CH:20][CH:19]=2)=[CH:10][C:11]2[CH:16]=[CH:15][C:14]([F:17])=[CH:13][CH:12]=2)=[CH:6][CH:5]=[CH:4][N:3]=1.CO.C(Cl)(Cl)Cl.C. (5) Given the product [OH:34][CH:26]([CH2:27][N:28]1[CH2:33][CH2:32][O:31][CH2:30][CH2:29]1)[CH2:25][NH:24][C:21]([C:16]1[C:17]([O:19][CH3:20])=[C:18]2[C:13](=[CH:14][CH:15]=1)[NH:12][N:11]=[C:10]2/[CH:9]=[CH:8]/[C:5]1[CH:4]=[CH:3][C:2]([F:1])=[CH:7][CH:6]=1)=[O:22], predict the reactants needed to synthesize it. The reactants are: [F:1][C:2]1[CH:7]=[CH:6][C:5](/[CH:8]=[CH:9]/[C:10]2[C:18]3[C:13](=[CH:14][CH:15]=[C:16]([C:21](O)=[O:22])[C:17]=3[O:19][CH3:20])[NH:12][N:11]=2)=[CH:4][CH:3]=1.[NH2:24][CH2:25][CH:26]([OH:34])[CH2:27][N:28]1[CH2:33][CH2:32][O:31][CH2:30][CH2:29]1. (6) Given the product [C:11]1([C:8]2[N:6]3[CH:7]=[C:2]([C:25]4[N:29]([C:30]5[CH:35]=[CH:34][C:33]([CH3:36])=[CH:32][CH:31]=5)[N:28]=[CH:27][CH:26]=4)[CH:3]=[CH:4][C:5]3=[N:10][CH:9]=2)[CH:16]=[CH:15][CH:14]=[CH:13][CH:12]=1, predict the reactants needed to synthesize it. The reactants are: Br[C:2]1[CH:3]=[CH:4][C:5]2[N:6]([C:8]([C:11]3[CH:16]=[CH:15][CH:14]=[CH:13][CH:12]=3)=[CH:9][N:10]=2)[CH:7]=1.CC1(C)C(C)(C)OB([C:25]2[N:29]([C:30]3[CH:35]=[CH:34][C:33]([CH3:36])=[CH:32][CH:31]=3)[N:28]=[CH:27][CH:26]=2)O1. (7) Given the product [Cl:1][C:2]1[CH:3]=[CH:4][C:5]([C:8]2[N:9]=[C:10]3[CH:15]=[CH:14][CH:13]=[CH:12][N:11]3[C:16]=2[CH2:17][C:18]2[NH:22][C:21]([CH3:23])=[N:20][N:19]=2)=[CH:6][CH:7]=1, predict the reactants needed to synthesize it. The reactants are: [Cl:1][C:2]1[CH:7]=[CH:6][C:5]([C:8]2[N:9]=[C:10]3[CH:15]=[CH:14][CH:13]=[CH:12][N:11]3[C:16]=2[CH2:17][C:18]2[NH:22][C:21]([C:23]3C=CC=CN=3)=[N:20][N:19]=2)=[CH:4][CH:3]=1.ClC1C=CC(C2N=C3C=CC=CN3C=2CC(NN)=O)=CC=1.Cl.C(=N)(N)C.